Dataset: Forward reaction prediction with 1.9M reactions from USPTO patents (1976-2016). Task: Predict the product of the given reaction. Given the reactants C(OC([N:8]1[CH2:13][CH2:12][C:11]([C:15]2[CH:20]=[CH:19][C:18]([Cl:21])=[CH:17][CH:16]=2)([OH:14])[CH:10]([CH3:22])[CH2:9]1)=O)(C)(C)C.FC(F)(F)C(O)=O, predict the reaction product. The product is: [Cl:21][C:18]1[CH:19]=[CH:20][C:15]([C:11]2([OH:14])[CH2:12][CH2:13][NH:8][CH2:9][CH:10]2[CH3:22])=[CH:16][CH:17]=1.